Predict the reaction yield, written as a fraction of the theoretical maximum amount of product (1.0 means a 100% yield; for example, 0.34 means a 34% yield). From a dataset of Reaction yield outcomes from USPTO patents with 853,638 reactions. (1) The reactants are C([O:8][C:9]1[CH:14]=[C:13]([O:15]CC2C=CC=CC=2)[C:12]([C:23]([CH3:25])=[CH2:24])=[CH:11][C:10]=1[C:26]([N:28]1[CH2:36][C:35]2[C:30](=[CH:31][CH:32]=[C:33]([C:37]3([OH:44])[CH2:42][CH2:41][N:40]([CH3:43])[CH2:39][CH2:38]3)[CH:34]=2)[CH2:29]1)=[O:27])C1C=CC=CC=1. The catalyst is CO.[Pd]. The product is [OH:8][C:9]1[CH:14]=[C:13]([OH:15])[C:12]([CH:23]([CH3:25])[CH3:24])=[CH:11][C:10]=1[C:26]([N:28]1[CH2:36][C:35]2[C:30](=[CH:31][CH:32]=[C:33]([C:37]3([OH:44])[CH2:42][CH2:41][N:40]([CH3:43])[CH2:39][CH2:38]3)[CH:34]=2)[CH2:29]1)=[O:27]. The yield is 1.00. (2) The reactants are [CH2:1]([O:3][C:4](=[O:15])[CH2:5][C:6](=O)[C@H:7]([CH3:13])[C@H:8]([CH3:12])[CH2:9][CH2:10][CH3:11])[CH3:2].Cl.[O:17]([NH2:19])[CH3:18].C([O-])(=O)C.[Na+]. The catalyst is CCO. The product is [CH2:1]([O:3][C:4](=[O:15])/[CH:5]=[C:6](\[NH:19][O:17][CH3:18])/[C@H:7]([CH3:13])[C@H:8]([CH3:12])[CH2:9][CH2:10][CH3:11])[CH3:2]. The yield is 0.990. (3) The reactants are [CH3:1][C:2]1([OH:5])[CH2:4][CH2:3]1.[O:6]=[C:7]1[CH2:11][CH2:10][C:9](=[O:12])[N:8]1[O:13][C:14](=O)[O:15]N1C(=O)CCC1=O.C(N(CC)CC)C. The catalyst is C(#N)C.CCOC(C)=O. The product is [CH3:1][C:2]1([O:5][C:14](=[O:15])[O:13][N:8]2[C:9](=[O:12])[CH2:10][CH2:11][C:7]2=[O:6])[CH2:4][CH2:3]1. The yield is 0.190. (4) The reactants are Br[C:2]1[N:3]=[C:4]([C:23]2[O:24][C:25]([C:28]3[S:29][CH:30]=[CH:31][C:32]=3[CH3:33])=[N:26][N:27]=2)[C:5]([N:8]([C:16]([O:18][C:19]([CH3:22])([CH3:21])[CH3:20])=[O:17])[C:9](=[O:15])[O:10][C:11]([CH3:14])([CH3:13])[CH3:12])=[N:6][CH:7]=1.[C:34]([C:36]1[CH:37]=[C:38]([CH:55]=[CH:56][C:57]=1B1OC(C)(C)C(C)(C)O1)[C:39]([N:41]1[CH2:47][CH2:46][CH2:45][N:44]([C:48]([O:50][C:51]([CH3:54])([CH3:53])[CH3:52])=[O:49])[CH2:43][CH2:42]1)=[O:40])#[N:35].C([O-])([O-])=O.[Na+].[Na+]. The catalyst is CN(C=O)C.CCOC(C)=O.O. The product is [C:11]([O:10][C:9]([N:8]([C:16]([O:18][C:19]([CH3:22])([CH3:21])[CH3:20])=[O:17])[C:5]1[N:6]=[CH:7][C:2]([C:57]2[CH:56]=[CH:55][C:38]([C:39]([N:41]3[CH2:47][CH2:46][CH2:45][N:44]([C:48]([O:50][C:51]([CH3:52])([CH3:54])[CH3:53])=[O:49])[CH2:43][CH2:42]3)=[O:40])=[CH:37][C:36]=2[C:34]#[N:35])=[N:3][C:4]=1[C:23]1[O:24][C:25]([C:28]2[S:29][CH:30]=[CH:31][C:32]=2[CH3:33])=[N:26][N:27]=1)=[O:15])([CH3:14])([CH3:13])[CH3:12]. The yield is 0.550.